From a dataset of CYP2C19 inhibition data for predicting drug metabolism from PubChem BioAssay. Regression/Classification. Given a drug SMILES string, predict its absorption, distribution, metabolism, or excretion properties. Task type varies by dataset: regression for continuous measurements (e.g., permeability, clearance, half-life) or binary classification for categorical outcomes (e.g., BBB penetration, CYP inhibition). Dataset: cyp2c19_veith. (1) The compound is COc1ccccc1CN1CCC2(CC1)CCN(C(=O)c1csnn1)CC2. The result is 0 (non-inhibitor). (2) The molecule is CC[C@@H](CO)NC(=O)[C@H]1C=C2c3cccc4c3c(cn4C)C[C@H]2N(C)C1. The result is 1 (inhibitor). (3) The compound is Cc1cc(C)c(S(=O)(=O)Nc2c(C)[nH]c(=O)[nH]c2=O)c(C)c1. The result is 0 (non-inhibitor).